Task: Predict the reactants needed to synthesize the given product.. Dataset: Full USPTO retrosynthesis dataset with 1.9M reactions from patents (1976-2016) Given the product [CH2:1]([CH:3]([C:6]1[C:10]([CH2:11][CH2:12][CH2:13][O:14][C:27]2[C:26]([F:25])=[CH:31][CH:30]=[CH:29][C:28]=2[CH2:32][C:33]([OH:35])=[O:34])=[CH:9][N:8]([C:15]2[CH:20]=[CH:19][C:18]([C:21]([F:23])([F:24])[F:22])=[CH:17][N:16]=2)[N:7]=1)[CH2:4][CH3:5])[CH3:2], predict the reactants needed to synthesize it. The reactants are: [CH2:1]([CH:3]([C:6]1[C:10]([CH2:11][CH2:12][CH2:13][OH:14])=[CH:9][N:8]([C:15]2[CH:20]=[CH:19][C:18]([C:21]([F:24])([F:23])[F:22])=[CH:17][N:16]=2)[N:7]=1)[CH2:4][CH3:5])[CH3:2].[F:25][C:26]1[C:27](O)=[C:28]([CH2:32][C:33]([O:35]C)=[O:34])[CH:29]=[CH:30][CH:31]=1.C(P(CCCC)CCCC)CCC.N(C(N1CCCCC1)=O)=NC(N1CCCCC1)=O.